Dataset: Reaction yield outcomes from USPTO patents with 853,638 reactions. Task: Predict the reaction yield, written as a fraction of the theoretical maximum amount of product (1.0 means a 100% yield; for example, 0.34 means a 34% yield). (1) The reactants are [NH2:1][C:2]1[CH:7]=[CH:6][C:5]([OH:8])=[CH:4][C:3]=1[N+:9]([O-:11])=[O:10].C[Si]([N-][Si](C)(C)C)(C)C.[K+].Cl[C:23]1[CH:28]=[CH:27][N:26]=[C:25]([C:29]([NH:31][CH3:32])=[O:30])[CH:24]=1.C(=O)([O-])[O-].[K+].[K+]. The catalyst is CN(C=O)C. The product is [NH2:1][C:2]1[CH:7]=[CH:6][C:5]([O:8][C:23]2[CH:28]=[CH:27][N:26]=[C:25]([C:29]([NH:31][CH3:32])=[O:30])[CH:24]=2)=[CH:4][C:3]=1[N+:9]([O-:11])=[O:10]. The yield is 0.720. (2) The reactants are [F:1][C:2]1[CH:3]=[N:4][CH:5]=[C:6](B2OC(C)(C)C(C)(C)O2)[C:7]=1[CH3:8].Br[C:19]1[CH:28]=[C:27]2[C:22]([CH:23]=[C:24]([NH2:29])[N:25]=[CH:26]2)=[CH:21][CH:20]=1.C(=O)([O-])[O-].[K+].[K+].C(#N)C.O. The catalyst is C(OCC)(=O)C.CC(P(C(C)(C)C)C1C=CC(N(C)C)=CC=1)(C)C.CC(P(C(C)(C)C)C1C=CC(N(C)C)=CC=1)(C)C.Cl[Pd]Cl. The product is [F:1][C:2]1[C:7]([CH3:8])=[C:6]([C:19]2[CH:28]=[C:27]3[C:22]([CH:23]=[C:24]([NH2:29])[N:25]=[CH:26]3)=[CH:21][CH:20]=2)[CH:5]=[N:4][CH:3]=1. The yield is 0.830. (3) The reactants are C(Cl)CCl.C1C=CC2N(O)N=NC=2C=1.[CH3:15][O:16][C:17]1[C:31]([O:32][CH3:33])=[CH:30][C:20]2[NH:21][C:22]([C:24]3[C:28]([NH2:29])=[CH:27][NH:26][N:25]=3)=[N:23][C:19]=2[CH:18]=1.[F:34][C:35]1[CH:36]=[CH:37][C:38]([O:44][CH3:45])=[C:39]([CH:43]=1)[C:40](O)=[O:41]. The catalyst is CN(C=O)C. The product is [CH3:33][O:32][C:31]1[C:17]([O:16][CH3:15])=[CH:18][C:19]2[NH:23][C:22]([C:24]3[C:28]([NH:29][C:40](=[O:41])[C:39]4[CH:43]=[C:35]([F:34])[CH:36]=[CH:37][C:38]=4[O:44][CH3:45])=[CH:27][NH:26][N:25]=3)=[N:21][C:20]=2[CH:30]=1. The yield is 0.810.